From a dataset of Reaction yield outcomes from USPTO patents with 853,638 reactions. Predict the reaction yield, written as a fraction of the theoretical maximum amount of product (1.0 means a 100% yield; for example, 0.34 means a 34% yield). (1) The reactants are [NH2:1][C:2]1[C:7](=[O:8])[C:6]([O:9][CH3:10])=[CH:5][N:4]([C:11]2[CH:16]=[CH:15][CH:14]=[C:13]([C:17]([F:20])([F:19])[F:18])[CH:12]=2)[N:3]=1.[CH:21]([CH:23]=O)=O.[CH:25](=O)[C:26]1[CH:31]=[CH:30][CH:29]=[CH:28][CH:27]=1.[NH4+:33].[Cl-].OP(O)(O)=O. The catalyst is CO.O.C([O-])(O)=O.[Na+]. The product is [CH3:10][O:9][C:6]1[C:7](=[O:8])[C:2]([N:1]2[CH:23]=[CH:21][N:33]=[C:25]2[C:26]2[CH:31]=[CH:30][CH:29]=[CH:28][CH:27]=2)=[N:3][N:4]([C:11]2[CH:16]=[CH:15][CH:14]=[C:13]([C:17]([F:18])([F:20])[F:19])[CH:12]=2)[CH:5]=1. The yield is 0.290. (2) The reactants are [N+:1]([C:4]1[CH:5]=[C:6](O)[CH:7]=[CH:8][CH:9]=1)([O-:3])=[O:2].C([O-])([O-])=[O:12].[K+].[K+].Br[CH2:18][C:19]([O:21][CH2:22][CH3:23])=[O:20]. The catalyst is CC(C)=O. The product is [N+:1]([C:4]1[CH:5]=[CH:6][C:7]([O:12][CH2:18][C:19]([O:21][CH2:22][CH3:23])=[O:20])=[CH:8][CH:9]=1)([O-:3])=[O:2]. The yield is 0.920. (3) The reactants are [F:1][C:2]1[CH:6]=[N:5][N:4]([CH3:7])[C:3]=1[C:8]1[CH:9]=[C:10]([NH2:16])[CH:11]=[CH:12][C:13]=1[O:14][CH3:15].[Br:17][C:18]1[CH:23]=[CH:22][C:21]([N:24]=[C:25]=[O:26])=[CH:20][CH:19]=1. No catalyst specified. The product is [Br:17][C:18]1[CH:23]=[CH:22][C:21]([NH:24][C:25]([NH:16][C:10]2[CH:11]=[CH:12][C:13]([O:14][CH3:15])=[C:8]([C:3]3[N:4]([CH3:7])[N:5]=[CH:6][C:2]=3[F:1])[CH:9]=2)=[O:26])=[CH:20][CH:19]=1. The yield is 0.600. (4) The reactants are [NH2:1][C@@H:2]1[CH2:7][CH2:6][N:5]([CH2:8][CH2:9][N:10]2[C:19]3[C:14](=[C:15]([F:21])[CH:16]=[C:17]([F:20])[CH:18]=3)[CH:13]=[CH:12][C:11]2=[O:22])[CH2:4][C@H:3]1[C:23]([O:25][CH3:26])=[O:24].[F:27][C:28]1[CH:33]=[CH:32][C:31]([F:34])=[CH:30][C:29]=1/[CH:35]=[CH:36]/[CH:37]=O.C(O[BH-](OC(=O)C)OC(=O)C)(=O)C.[Na+]. The catalyst is ClCCl.CN(C)C=O. The product is [F:21][C:15]1[CH:16]=[C:17]([F:20])[CH:18]=[C:19]2[C:14]=1[CH:13]=[CH:12][C:11](=[O:22])[N:10]2[CH2:9][CH2:8][N:5]1[CH2:6][CH2:7][C@@H:2]([NH:1][CH2:37]/[CH:36]=[CH:35]/[C:29]2[CH:30]=[C:31]([F:34])[CH:32]=[CH:33][C:28]=2[F:27])[C@H:3]([C:23]([O:25][CH3:26])=[O:24])[CH2:4]1. The yield is 0.430. (5) The reactants are B(Br)(Br)Br.C[O:6][C:7]1[CH:16]=[C:15]2[C:10]([CH:11]=[CH:12][C:13]([C:17]#[N:18])=[CH:14]2)=[CH:9][CH:8]=1.O.C([O-])([O-])=O.[Na+].[Na+]. The catalyst is C(Cl)Cl. The product is [OH:6][C:7]1[CH:16]=[C:15]2[C:10]([CH:11]=[CH:12][C:13]([C:17]#[N:18])=[CH:14]2)=[CH:9][CH:8]=1. The yield is 0.800. (6) The reactants are [OH-].[Na+].[CH:3]([C:6]1[CH:11]=[CH:10][C:9]([CH:12]2[C:16]3[C:17]([CH3:35])=[C:18]([O:23][CH:24]([C:29]4[CH:34]=[CH:33][CH:32]=[CH:31][CH:30]=4)[C:25]([O:27]C)=[O:26])[C:19]([CH3:22])=[C:20]([CH3:21])[C:15]=3[O:14][C:13]2([CH3:37])[CH3:36])=[CH:8][CH:7]=1)([CH3:5])[CH3:4]. The catalyst is O1CCCC1.CO. The product is [CH:3]([C:6]1[CH:7]=[CH:8][C:9]([CH:12]2[C:16]3[C:17]([CH3:35])=[C:18]([O:23][CH:24]([C:29]4[CH:30]=[CH:31][CH:32]=[CH:33][CH:34]=4)[C:25]([OH:27])=[O:26])[C:19]([CH3:22])=[C:20]([CH3:21])[C:15]=3[O:14][C:13]2([CH3:37])[CH3:36])=[CH:10][CH:11]=1)([CH3:5])[CH3:4]. The yield is 0.270.